Dataset: Forward reaction prediction with 1.9M reactions from USPTO patents (1976-2016). Task: Predict the product of the given reaction. (1) Given the reactants C[C:2]1[CH:7]=[CH:6]N=[C:4]([CH2:8]CCCC)[CH:3]=1.C([Mg]Br)CCCCC.Cl[C:22]1[CH:27]=[C:26]([CH2:28][CH3:29])[CH:25]=[CH:24][N:23]=1, predict the reaction product. The product is: [CH2:28]([C:26]1[CH:25]=[CH:24][N:23]=[C:22]([CH2:6][CH2:7][CH2:2][CH2:3][CH2:4][CH3:8])[CH:27]=1)[CH3:29]. (2) Given the reactants [NH2:1][C:2]1[CH:3]=[C:4]([CH:7]=[CH:8][C:9]=1[CH3:10])[CH2:5]O.[ClH:11].C(S[C:15]([C:17]1[S:18][CH:19]=[CH:20][CH:21]=1)=[NH:16])C.S(Cl)([Cl:24])=O, predict the reaction product. The product is: [ClH:24].[Cl:11][CH2:5][C:4]1[CH:7]=[CH:8][C:9]([CH3:10])=[C:2]([NH:1][C:15]([C:17]2[S:18][CH:19]=[CH:20][CH:21]=2)=[NH:16])[CH:3]=1. (3) Given the reactants [Br:1][C:2]1[C:7]([CH3:8])=[CH:6][C:5](B2OC(C)(C)C(C)(C)O2)=[CH:4][C:3]=1[CH3:18].Br[C:20]1[CH:25]=[CH:24][CH:23]=[C:22]([CH3:26])[N:21]=1, predict the reaction product. The product is: [Br:1][C:2]1[C:3]([CH3:18])=[CH:4][C:5]([C:20]2[CH:25]=[CH:24][CH:23]=[C:22]([CH3:26])[N:21]=2)=[CH:6][C:7]=1[CH3:8]. (4) Given the reactants [N:1]([CH2:4][CH:5]([OH:12])[CH2:6][C:7]([CH3:11])([CH3:10])[CH2:8][CH3:9])=[N+]=[N-], predict the reaction product. The product is: [NH2:1][CH2:4][CH:5]([OH:12])[CH2:6][C:7]([CH3:11])([CH3:10])[CH2:8][CH3:9].